From a dataset of Reaction yield outcomes from USPTO patents with 853,638 reactions. Predict the reaction yield, written as a fraction of the theoretical maximum amount of product (1.0 means a 100% yield; for example, 0.34 means a 34% yield). (1) The reactants are [CH:1]1([N:5]2[CH2:10][CH2:9][CH:8]([O:11][C:12]3[CH:17]=[CH:16][C:15]([NH:18][CH2:19][C:20]([N:22]4[CH2:27][CH2:26][O:25][CH2:24][CH2:23]4)=[O:21])=[CH:14][CH:13]=3)[CH2:7][CH2:6]2)[CH2:4][CH2:3][CH2:2]1.[ClH:28]. The catalyst is C(OCC)C. The product is [ClH:28].[CH:1]1([N:5]2[CH2:6][CH2:7][CH:8]([O:11][C:12]3[CH:13]=[CH:14][C:15]([NH:18][CH2:19][C:20]([N:22]4[CH2:27][CH2:26][O:25][CH2:24][CH2:23]4)=[O:21])=[CH:16][CH:17]=3)[CH2:9][CH2:10]2)[CH2:4][CH2:3][CH2:2]1. The yield is 0.850. (2) The reactants are [C:1]1([OH:7])[CH:6]=[CH:5][CH:4]=[CH:3][CH:2]=1.C(=O)([O-])[O-].[Cs+].[Cs+].Cl[C:15]1[C:20]([CH:21]([CH2:26][CH2:27][CH3:28])[C:22]([O:24][CH3:25])=[O:23])=[C:19]([CH3:29])[N:18]=[C:17]([C:30]2[CH:35]=[CH:34][CH:33]=[CH:32][CH:31]=2)[N:16]=1. The catalyst is O1CCCC1.C(=O)([O-])O.[Na+]. The product is [CH3:29][C:19]1[C:20]([CH:21]([CH2:26][CH2:27][CH3:28])[C:22]([O:24][CH3:25])=[O:23])=[C:15]([O:7][C:1]2[CH:6]=[CH:5][CH:4]=[CH:3][CH:2]=2)[N:16]=[C:17]([C:30]2[CH:35]=[CH:34][CH:33]=[CH:32][CH:31]=2)[N:18]=1. The yield is 0.580. (3) The reactants are [CH3:1][O:2][CH:3]([O:6][CH3:7])[CH:4]=O.[CH2:8]([NH2:18])[CH2:9][CH2:10][CH2:11][CH2:12][CH2:13][CH2:14][CH2:15][CH2:16][CH3:17]. The catalyst is CO.[Pd]. The product is [CH3:1][O:2][CH:3]([O:6][CH3:7])[CH2:4][NH:18][CH2:8][CH2:9][CH2:10][CH2:11][CH2:12][CH2:13][CH2:14][CH2:15][CH2:16][CH3:17]. The yield is 0.950.